Dataset: PAMPA (Parallel Artificial Membrane Permeability Assay) permeability data from NCATS. Task: Regression/Classification. Given a drug SMILES string, predict its absorption, distribution, metabolism, or excretion properties. Task type varies by dataset: regression for continuous measurements (e.g., permeability, clearance, half-life) or binary classification for categorical outcomes (e.g., BBB penetration, CYP inhibition). Dataset: pampa_ncats. (1) The molecule is C1=CC=C2C(=C1)C(=NC(=N2)C3=CC=NC=C3)NC4=CC(=C(C=C4)OCC(F)(F)F)F. The result is 1 (high permeability). (2) The compound is CC1=CC=C(C=C1)S(=O)(=O)NC2=C(C=CN=C2)C(=O)NC3=NC(=CS3)C4=CC(=CC=C4)F. The result is 1 (high permeability). (3) The molecule is CCC1=C(C2=CC=CC=C2O1)C(=O)C3=CC(=C(C(=C3)Br)O)Br. The result is 1 (high permeability). (4) The compound is CC1=CC=C(C=C1)NC(=O)CN(C2=CC=C(C=C2)C)S(=O)(=O)C3=CC(=C(C=C3)OC)OC. The result is 1 (high permeability). (5) The compound is CC1=CC(=C(N1C2=CC=C(C=C2)C(C)(C)C)C)C3=NN=C4N3CCCCC4. The result is 1 (high permeability).